Dataset: Full USPTO retrosynthesis dataset with 1.9M reactions from patents (1976-2016). Task: Predict the reactants needed to synthesize the given product. (1) Given the product [C:8]([C:5]1[CH:4]=[CH:3][C:2]([OH:10])=[CH:7][N:6]=1)#[N:9], predict the reactants needed to synthesize it. The reactants are: N[C:2]1[CH:3]=[CH:4][C:5]([C:8]#[N:9])=[N:6][CH:7]=1.[OH:10]S(O)(=O)=O.N([O-])=O.[Na+]. (2) Given the product [CH2:1]([O:3][C:4](=[O:15])[CH2:5][N:6]([C:16](=[O:18])[CH3:17])[C:7]1[CH:12]=[CH:11][C:10]([OH:13])=[C:9]([F:14])[CH:8]=1)[CH3:2], predict the reactants needed to synthesize it. The reactants are: [CH2:1]([O:3][C:4](=[O:15])[CH2:5][NH:6][C:7]1[CH:12]=[CH:11][C:10]([OH:13])=[C:9]([F:14])[CH:8]=1)[CH3:2].[C:16](Cl)(=[O:18])[CH3:17].C(=O)([O-])[O-].[Na+].[Na+].Cl.